Dataset: Reaction yield outcomes from USPTO patents with 853,638 reactions. Task: Predict the reaction yield, written as a fraction of the theoretical maximum amount of product (1.0 means a 100% yield; for example, 0.34 means a 34% yield). (1) The reactants are [NH2:1][C:2]1[N:3]=[C:4]2[CH:9]=[CH:8][C:7]([O:10][C:11]3[CH:12]=[C:13]([NH:17][C:18](=[O:29])[C:19]4[CH:24]=[CH:23][CH:22]=[C:21]([C:25]([F:28])([F:27])[F:26])[CH:20]=4)[CH:14]=[CH:15][CH:16]=3)=[CH:6][N:5]2[CH:30]=1.[CH:31]1([C:34](Cl)=[O:35])[CH2:33][CH2:32]1. The catalyst is CN(C)C(=O)C.C(OCC)(=O)C. The product is [CH:31]1([C:34]([NH:1][C:2]2[N:3]=[C:4]3[CH:9]=[CH:8][C:7]([O:10][C:11]4[CH:12]=[C:13]([NH:17][C:18](=[O:29])[C:19]5[CH:24]=[CH:23][CH:22]=[C:21]([C:25]([F:28])([F:26])[F:27])[CH:20]=5)[CH:14]=[CH:15][CH:16]=4)=[CH:6][N:5]3[CH:30]=2)=[O:35])[CH2:33][CH2:32]1. The yield is 0.420. (2) The reactants are Cl.Cl.[Cl:3][C:4]1[CH:9]=[CH:8][C:7]([N:10]2[CH2:15][CH2:14][NH:13][CH2:12][CH2:11]2)=[CH:6][CH:5]=1.Cl[S:17]([C:20]1[CH:21]=[C:22]([CH:26]=[CH:27][CH:28]=1)[C:23]([OH:25])=[O:24])(=[O:19])=[O:18].C(N(C(C)C)CC)(C)C. The catalyst is ClCCl. The product is [Cl:3][C:4]1[CH:5]=[CH:6][C:7]([N:10]2[CH2:15][CH2:14][N:13]([S:17]([C:20]3[CH:21]=[C:22]([CH:26]=[CH:27][CH:28]=3)[C:23]([OH:25])=[O:24])(=[O:19])=[O:18])[CH2:12][CH2:11]2)=[CH:8][CH:9]=1. The yield is 0.380. (3) The product is [CH2:20]([C@@H:19]1[NH:18][CH2:1][C@H:31]([CH2:33][C:34]([CH3:37])([CH3:36])[CH3:35])[NH:32][C:25]1=[O:27])[C:21]([CH3:22])([CH3:23])[CH3:24]. The reactants are [C:1]([NH:18][C@H:19]([C:25]([OH:27])=O)[CH2:20][C:21]([CH3:24])([CH3:23])[CH3:22])(OCC1C2C(=CC=CC=2)C2C1=CC=CC=2)=O.COC(=O)[C@H:31]([CH2:33][C:34]([CH3:37])([CH3:36])[CH3:35])[NH2:32].C([C@@H]1NC[C@H](CC(C)C)NC1=O)C(C)C. No catalyst specified. The yield is 0.353. (4) The reactants are Cl[C:2]1[N:7]=[C:6]([Cl:8])[C:5]([C:9]([F:12])([F:11])[F:10])=[CH:4][N:3]=1.C(OCC)C.[NH2:18][C:19]1[CH:24]=[CH:23][C:22]([N:25]2[CH2:30][CH2:29][N:28]([C:31]([O:33][C:34]([CH3:37])([CH3:36])[CH3:35])=[O:32])[CH2:27][CH2:26]2)=[CH:21][CH:20]=1.C(N(CC)CC)C. The catalyst is [Cl-].[Cl-].[Zn+2].ClCCCl.CC(O)(C)C. The product is [Cl:8][C:6]1[C:5]([C:9]([F:12])([F:11])[F:10])=[CH:4][N:3]=[C:2]([NH:18][C:19]2[CH:24]=[CH:23][C:22]([N:25]3[CH2:30][CH2:29][N:28]([C:31]([O:33][C:34]([CH3:37])([CH3:36])[CH3:35])=[O:32])[CH2:27][CH2:26]3)=[CH:21][CH:20]=2)[N:7]=1. The yield is 0.980. (5) The reactants are [Cl:1][C:2]1[CH:26]=[CH:25][C:5]([O:6][C:7]2[CH:12]=[CH:11][CH:10]=[CH:9][C:8]=2[N:13]=[CH:14][C:15]2[CH:20]=[CH:19][CH:18]=[CH:17][C:16]=2[NH:21][C:22](=[O:24])[CH3:23])=[CH:4][CH:3]=1.[CH2:27]([Mg]Br)[C:28]1[CH:33]=[CH:32][CH:31]=[CH:30][CH:29]=1. The catalyst is C1COCC1. The product is [Cl:1][C:2]1[CH:3]=[CH:4][C:5]([O:6][C:7]2[CH:12]=[CH:11][CH:10]=[CH:9][C:8]=2[NH:13][CH:14]([C:15]2[CH:20]=[CH:19][CH:18]=[CH:17][C:16]=2[NH:21][C:22](=[O:24])[CH3:23])[CH2:27][C:28]2[CH:33]=[CH:32][CH:31]=[CH:30][CH:29]=2)=[CH:25][CH:26]=1. The yield is 0.140. (6) The reactants are [CH3:1][N:2]1[CH2:7][CH2:6][N:5]([CH2:8][CH2:9][O:10][C:11]2[CH:16]=[CH:15][N:14]3[C:17]([C:20]([O-:22])=O)=[CH:18][N:19]=[C:13]3[CH:12]=2)[CH2:4][CH2:3]1.[Li+].C(Cl)(=O)C(Cl)=O.[CH2:30]([N:37]1[C:45]2[CH:44]=[CH:43][CH:42]=[C:41]([NH2:46])[C:40]=2[CH:39]=[N:38]1)[C:31]1[CH:36]=[CH:35][CH:34]=[CH:33][CH:32]=1.CCN(C(C)C)C(C)C. The catalyst is C(Cl)Cl.CN(C=O)C. The product is [CH2:30]([N:37]1[C:45]2[C:40](=[C:41]([NH:46][C:20]([C:17]3[N:14]4[CH:15]=[CH:16][C:11]([O:10][CH2:9][CH2:8][N:5]5[CH2:6][CH2:7][N:2]([CH3:1])[CH2:3][CH2:4]5)=[CH:12][C:13]4=[N:19][CH:18]=3)=[O:22])[CH:42]=[CH:43][CH:44]=2)[CH:39]=[N:38]1)[C:31]1[CH:32]=[CH:33][CH:34]=[CH:35][CH:36]=1. The yield is 0.0700. (7) The reactants are [H-].[Na+].[CH3:3][C:4]1[CH:9]=[C:8]([CH3:10])[CH:7]=[CH:6][C:5]=1[CH:11]([C:32]1[CH:37]=[CH:36][CH:35]=[CH:34][CH:33]=1)[NH:12][C:13](=[O:31])[CH2:14][C:15]1[CH:20]=[CH:19][C:18]([CH:21]([OH:30])[CH2:22][C:23]2[C:24]([CH3:29])=[N:25][CH:26]=[CH:27][CH:28]=2)=[CH:17][CH:16]=1.Br[CH2:39][C:40]([NH2:42])=[O:41].O. The catalyst is C1COCC1. The product is [NH2:42][C:40](=[O:41])[CH2:39][O:30][CH:21]([C:18]1[CH:19]=[CH:20][C:15]([CH2:14][C:13]([NH:12][CH:11]([C:5]2[CH:6]=[CH:7][C:8]([CH3:10])=[CH:9][C:4]=2[CH3:3])[C:32]2[CH:37]=[CH:36][CH:35]=[CH:34][CH:33]=2)=[O:31])=[CH:16][CH:17]=1)[CH2:22][C:23]1[C:24]([CH3:29])=[N:25][CH:26]=[CH:27][CH:28]=1. The yield is 0.136.